This data is from Forward reaction prediction with 1.9M reactions from USPTO patents (1976-2016). The task is: Predict the product of the given reaction. (1) Given the reactants [C:1]([C:3]1[CH:8]=[CH:7][C:6]([CH:9](O)[CH2:10][CH2:11][C:12]2[N:13](COCC[Si](C)(C)C)[CH:14]=[CH:15][N:16]=2)=[CH:5][CH:4]=1)#[N:2].C(N(CC)C(C)C)(C)C.CS(OS(C)(=O)=O)(=O)=O.C([O-])(O)=O.[Na+], predict the reaction product. The product is: [C:1]([C:3]1[CH:8]=[CH:7][C:6]([CH:9]2[N:13]3[CH:14]=[CH:15][N:16]=[C:12]3[CH2:11][CH2:10]2)=[CH:5][CH:4]=1)#[N:2]. (2) The product is: [CH2:1]([O:8][N:9]1[C:15](=[O:16])[N:14]2[CH2:17][C@@H:10]1[CH2:11][CH2:12][C@@H:13]2[C:18]([NH:27][NH:26][C:24](=[O:25])[CH2:23][N:22]([CH3:28])[CH3:21])=[O:20])[C:2]1[CH:3]=[CH:4][CH:5]=[CH:6][CH:7]=1. Given the reactants [CH2:1]([O:8][N:9]1[C:15](=[O:16])[N:14]2[CH2:17][C@H:10]1[CH2:11][CH2:12][C@H:13]2[C:18]([OH:20])=O)[C:2]1[CH:7]=[CH:6][CH:5]=[CH:4][CH:3]=1.[CH3:21][N:22]([CH3:28])[CH2:23][C:24]([NH:26][NH2:27])=[O:25].ON1C2C=CC=CC=2N=N1.Cl.C(N=C=NCCCN(C)C)C, predict the reaction product. (3) The product is: [C:33]([O:37][C:38](=[O:47])[NH:39][CH2:40][C@@H:41]1[CH2:46][CH2:45][CH2:44][N:43]([CH2:31][C:3]2[C:2]([Cl:1])=[C:11]3[C:6]([C:7](=[O:26])[N:8]([CH2:13][C:14]4[CH:19]=[C:18]([Cl:20])[CH:17]=[CH:16][C:15]=4[S:21]([CH2:24][CH3:25])(=[O:23])=[O:22])[C:9](=[O:12])[NH:10]3)=[CH:5][C:4]=2[C:27]([F:29])([F:28])[F:30])[CH2:42]1)([CH3:36])([CH3:34])[CH3:35]. Given the reactants [Cl:1][C:2]1[C:3]([CH:31]=O)=[C:4]([C:27]([F:30])([F:29])[F:28])[CH:5]=[C:6]2[C:11]=1[NH:10][C:9](=[O:12])[N:8]([CH2:13][C:14]1[CH:19]=[C:18]([Cl:20])[CH:17]=[CH:16][C:15]=1[S:21]([CH2:24][CH3:25])(=[O:23])=[O:22])[C:7]2=[O:26].[C:33]([O:37][C:38](=[O:47])[NH:39][CH2:40][C@@H:41]1[CH2:46][CH2:45][CH2:44][NH:43][CH2:42]1)([CH3:36])([CH3:35])[CH3:34], predict the reaction product. (4) The product is: [C:46]([O:50][C:51]([NH:53][CH2:54][C:55]([O:27][C@H:24]1[CH2:23][CH2:22][C@H:21]([NH:20][C:13]2[CH:12]=[C:11]([N:8]3[C:9]4[CH2:10][C:2]([CH3:33])([CH3:1])[CH2:3][C:4](=[O:32])[C:5]=4[C:6]([C:28]([F:31])([F:29])[F:30])=[CH:7]3)[CH:19]=[CH:18][C:14]=2[C:15](=[O:16])[NH2:17])[CH2:26][CH2:25]1)=[O:56])=[O:52])([CH3:49])([CH3:48])[CH3:47]. Given the reactants [CH3:1][C:2]1([CH3:33])[CH2:10][C:9]2[N:8]([C:11]3[CH:19]=[CH:18][C:14]([C:15]([NH2:17])=[O:16])=[C:13]([NH:20][C@H:21]4[CH2:26][CH2:25][C@H:24]([OH:27])[CH2:23][CH2:22]4)[CH:12]=3)[CH:7]=[C:6]([C:28]([F:31])([F:30])[F:29])[C:5]=2[C:4](=[O:32])[CH2:3]1.Cl.CN(C)CCCN=C=NCC.[C:46]([O:50][C:51]([NH:53][CH2:54][C:55](O)=[O:56])=[O:52])([CH3:49])([CH3:48])[CH3:47], predict the reaction product. (5) Given the reactants Cl[C:2]1[C:7]2[NH:8][CH:9]=[N:10][C:6]=2[CH:5]=[C:4]([Cl:11])[N:3]=1.[OH-].[Na+].[CH2:14]([OH:21])[C:15]1[CH:20]=[CH:19][CH:18]=[CH:17][CH:16]=1, predict the reaction product. The product is: [CH2:14]([O:21][C:2]1[C:7]2[NH:8][CH:9]=[N:10][C:6]=2[CH:5]=[C:4]([Cl:11])[N:3]=1)[C:15]1[CH:20]=[CH:19][CH:18]=[CH:17][CH:16]=1. (6) Given the reactants [CH3:1][O:2][C:3]1[CH:8]=[CH:7][C:6]([S:9][C:10]2[CH:18]=[CH:17][C:13]([C:14](Cl)=[O:15])=[CH:12][C:11]=2[NH:19][C:20]2[C:21]3[CH:29]=[CH:28][CH:27]=[N:26][C:22]=3[N:23]=[CH:24][N:25]=2)=[CH:5][CH:4]=1.[NH2:30][C:31]1[CH:39]=[CH:38][C:34]([CH2:35][C:36]#[N:37])=[CH:33][CH:32]=1.NC1C=C(O)C(C)=CC=1.C(C1C=CC2C(NC3C=C(C=CC=3SC3C=CC(OC)=CC=3)C(Cl)=O)=NC=NC=2N=1)(C)C, predict the reaction product. The product is: [C:36]([CH2:35][C:34]1[CH:38]=[CH:39][C:31]([NH:30][C:14](=[O:15])[C:13]2[CH:17]=[CH:18][C:10]([S:9][C:6]3[CH:7]=[CH:8][C:3]([O:2][CH3:1])=[CH:4][CH:5]=3)=[C:11]([NH:19][C:20]3[C:21]4[CH:29]=[CH:28][CH:27]=[N:26][C:22]=4[N:23]=[CH:24][N:25]=3)[CH:12]=2)=[CH:32][CH:33]=1)#[N:37]. (7) Given the reactants [CH3:1][O:2][C:3]1[CH:8]=[C:7]([O:9][CH3:10])[CH:6]=[CH:5][C:4]=1[C:11](=[O:18])[CH2:12][C:13]([O:15][CH2:16][CH3:17])=[O:14].[CH3:19][O:20][C:21]1[CH:22]=[C:23](O)[CH:24]=[CH:25][C:26]=1[O:27][CH3:28], predict the reaction product. The product is: [CH3:1][O:2][C:3]1[CH:8]=[C:7]([O:9][CH3:10])[CH:6]=[CH:5][C:4]=1[C:11]1[O:18][C:23]2[CH:22]=[C:21]([O:20][CH3:19])[C:26]([O:27][CH3:28])=[CH:25][C:24]=2[C:12]=1[C:13]([O:15][CH2:16][CH3:17])=[O:14].